Dataset: Peptide-MHC class I binding affinity with 185,985 pairs from IEDB/IMGT. Task: Regression. Given a peptide amino acid sequence and an MHC pseudo amino acid sequence, predict their binding affinity value. This is MHC class I binding data. (1) The peptide sequence is LPLERAIAV. The MHC is HLA-B51:01 with pseudo-sequence HLA-B51:01. The binding affinity (normalized) is 0.463. (2) The peptide sequence is YREGRDQLW. The MHC is Mamu-B03 with pseudo-sequence Mamu-B03. The binding affinity (normalized) is 0.